Dataset: Full USPTO retrosynthesis dataset with 1.9M reactions from patents (1976-2016). Task: Predict the reactants needed to synthesize the given product. (1) Given the product [CH2:14]1[O:15][CH2:13]1.[OH:16][C:17]1[CH:18]=[CH:19][C:20]([C:23]([C:26]2[CH:27]=[CH:28][C:29]([OH:32])=[CH:30][CH:31]=2)([CH3:25])[CH3:24])=[CH:21][CH:22]=1.[CH2:33]1[O:44][CH:34]1[CH3:35].[OH:16][C:17]1[CH:18]=[CH:19][C:20]([C:23]([C:26]2[CH:27]=[CH:28][C:29]([OH:32])=[CH:30][CH:31]=2)([CH3:25])[CH3:24])=[CH:21][CH:22]=1, predict the reactants needed to synthesize it. The reactants are: CC1(C)CC(CN)(C)CC(N)C1.[CH2:13]1[O:15][CH2:14]1.[OH:16][C:17]1[CH:22]=[CH:21][C:20]([C:23]([C:26]2[CH:31]=[CH:30][C:29]([OH:32])=[CH:28][CH:27]=2)([CH3:25])[CH3:24])=[CH:19][CH:18]=1.[C:33]([OH:44])(=O)[C:34]1C=C[C:34]([C:33]([OH:44])=O)=[CH:35][CH:35]=1.O=C=NC1CC(C)(C)CC(C)(CN=C=O)C1. (2) Given the product [CH2:23]([NH:22][C:21]([N:18]1[CH2:19][CH2:20][N:15]([C:5]2[C:4]3[CH:3]=[C:2]4[N:1]=[C:13]([CH3:14])[N:12]([CH2:31][CH3:32])[C:11]4=[CH:10][C:9]=3[N:8]=[CH:7][N:6]=2)[CH2:16][CH2:17]1)=[S:30])[C:24]1[CH:29]=[CH:28][CH:27]=[CH:26][CH:25]=1, predict the reactants needed to synthesize it. The reactants are: [NH2:1][C:2]1[CH:3]=[C:4]2[C:9](=[CH:10][C:11]=1[NH:12][CH2:13][CH3:14])[N:8]=[CH:7][N:6]=[C:5]2[N:15]1[CH2:20][CH2:19][N:18]([C:21](=[S:30])[NH:22][CH2:23][C:24]2[CH:29]=[CH:28][CH:27]=[CH:26][CH:25]=2)[CH2:17][CH2:16]1.[CH2:31](N(CC)CC)[CH3:32].C(OC(=O)C)(=O)C.[Cl-].[Na+]. (3) Given the product [Br:1][C:2]1[CH:11]=[CH:10][C:9]([OH:8])=[C:4]([CH:5]([C:13]2[CH:18]=[CH:17][C:16]([Cl:19])=[CH:15][C:14]=2[Cl:20])[CH2:6][CH2:7][OH:12])[CH:3]=1, predict the reactants needed to synthesize it. The reactants are: [Br:1][C:2]1[CH:3]=[C:4]2[C:9](=[CH:10][CH:11]=1)[O:8][C:7](=[O:12])[CH2:6][CH:5]2[C:13]1[CH:18]=[CH:17][C:16]([Cl:19])=[CH:15][C:14]=1[Cl:20].[H-].[Al+3].[Li+].[H-].[H-].[H-].O. (4) Given the product [CH2:63]([O:62][C:59]([C:9]1[CH:10]=[C:11]2[C:6](=[CH:7][CH:8]=1)[CH2:5][N:4]([CH:1]1[CH2:3][CH2:2]1)[CH2:13][C:12]2([CH3:15])[CH3:14])=[O:61])[CH3:64], predict the reactants needed to synthesize it. The reactants are: [CH:1]1([N:4]2[CH2:13][C:12]([CH3:15])([CH3:14])[C:11]3[C:6](=[CH:7][CH:8]=[C:9](OS(C(F)(F)F)(=O)=O)[CH:10]=3)[CH2:5]2)[CH2:3][CH2:2]1.C1(P(C2C=CC=CC=2)CCCP(C2C=CC=CC=2)C2C=CC=CC=2)C=CC=CC=1.CS(C)=O.[C]=O.[C:59]([O:62][CH2:63][CH3:64])(=[O:61])C. (5) Given the product [C:12]([O:11][C:9](=[O:10])[N:5]([CH2:6][CH2:7][Cl:8])[CH2:4][CH2:3][Cl:2])([CH3:15])([CH3:14])[CH3:13], predict the reactants needed to synthesize it. The reactants are: Cl.[Cl:2][CH2:3][CH2:4][NH:5][CH2:6][CH2:7][Cl:8].[C:9](O[C:9]([O:11][C:12]([CH3:15])([CH3:14])[CH3:13])=[O:10])([O:11][C:12]([CH3:15])([CH3:14])[CH3:13])=[O:10].C(N(CC)CC)C. (6) Given the product [CH:1]1([C:4]#[C:5][C:6]2[C:7]3[O:14][C:13](/[CH:15]=[C:23]4/[C:21](=[O:22])[NH:20][C:18](=[S:19])[S:17]/4)=[CH:12][C:8]=3[CH:9]=[N:10][CH:11]=2)[CH2:2][CH2:3]1, predict the reactants needed to synthesize it. The reactants are: [CH:1]1([C:4]#[C:5][C:6]2[C:7]3[O:14][C:13]([CH:15]=O)=[CH:12][C:8]=3[CH:9]=[N:10][CH:11]=2)[CH2:3][CH2:2]1.[S:17]1[CH2:23][C:21](=[O:22])[NH:20][C:18]1=[S:19].C([O-])(=O)C.[Na+].